Task: Regression. Given a peptide amino acid sequence and an MHC pseudo amino acid sequence, predict their binding affinity value. This is MHC class I binding data.. Dataset: Peptide-MHC class I binding affinity with 185,985 pairs from IEDB/IMGT (1) The peptide sequence is RTKIPLSKV. The MHC is HLA-A02:01 with pseudo-sequence HLA-A02:01. The binding affinity (normalized) is 0. (2) The binding affinity (normalized) is 0.181. The MHC is HLA-A02:06 with pseudo-sequence HLA-A02:06. The peptide sequence is VSHFYFGAY. (3) The peptide sequence is RQCPTAFEF. The MHC is Mamu-B52 with pseudo-sequence Mamu-B52. The binding affinity (normalized) is 0.509.